From a dataset of Forward reaction prediction with 1.9M reactions from USPTO patents (1976-2016). Predict the product of the given reaction. Given the reactants [CH:1]1([CH2:7][C:8]2[N:12]([C:13]3[CH:18]=[CH:17][C:16]([C:19]([NH:21][CH2:22][CH3:23])=[O:20])=[CH:15][CH:14]=3)[N:11]=[N:10][C:9]=2[C:24]([OH:26])=O)[CH2:6][CH2:5][CH2:4][CH2:3][CH2:2]1.C1C=C[C:30]2N(O)N=[N:33][C:31]=2[CH:32]=1.C1(N)CC1.CCN=C=NCCCN(C)C, predict the reaction product. The product is: [CH:1]1([CH2:7][C:8]2[N:12]([C:13]3[CH:14]=[CH:15][C:16]([C:19]([NH:21][CH2:22][CH3:23])=[O:20])=[CH:17][CH:18]=3)[N:11]=[N:10][C:9]=2[C:24]([NH:33][CH:31]2[CH2:32][CH2:30]2)=[O:26])[CH2:2][CH2:3][CH2:4][CH2:5][CH2:6]1.